Regression/Classification. Given a drug SMILES string, predict its absorption, distribution, metabolism, or excretion properties. Task type varies by dataset: regression for continuous measurements (e.g., permeability, clearance, half-life) or binary classification for categorical outcomes (e.g., BBB penetration, CYP inhibition). Dataset: cyp1a2_veith. From a dataset of CYP1A2 inhibition data for predicting drug metabolism from PubChem BioAssay. (1) The molecule is COc1cccc(CNc2ccc(F)c(Cl)c2)c1O. The result is 0 (non-inhibitor). (2) The compound is NC(=O)c1nn(-c2ccccc2)c(=O)cc1O. The result is 0 (non-inhibitor). (3) The molecule is CC1(C)C(=O)NC2=C1C(=O)C(=O)c1ccccc12. The result is 1 (inhibitor).